The task is: Predict the product of the given reaction.. This data is from Forward reaction prediction with 1.9M reactions from USPTO patents (1976-2016). (1) Given the reactants [OH:1][C:2]1[C:3]([CH3:18])=[C:4]([CH:15]=[CH:16][CH:17]=1)[C:5]([N:7]([CH3:14])[C:8]1[CH:13]=[CH:12][CH:11]=[CH:10][CH:9]=1)=[O:6].C([O-])([O-])=O.[K+].[K+].[CH3:25][O:26][CH2:27][CH2:28]Br, predict the reaction product. The product is: [CH3:25][O:26][CH2:27][CH2:28][O:1][C:2]1[C:3]([CH3:18])=[C:4]([CH:15]=[CH:16][CH:17]=1)[C:5]([N:7]([CH3:14])[C:8]1[CH:13]=[CH:12][CH:11]=[CH:10][CH:9]=1)=[O:6]. (2) Given the reactants [C:1]1([C@H:7]([O:12][C:13]2[CH:14]=[C:15]([CH:18]=[CH:19][C:20]=2[O:21]CC2C=CC(OC)=CC=2)[CH:16]=[O:17])[C:8]([F:11])([F:10])[F:9])[CH:6]=[CH:5][CH:4]=[CH:3][CH:2]=1, predict the reaction product. The product is: [C:1]1([C@H:7]([O:12][C:13]2[CH:14]=[C:15]([CH:18]=[CH:19][C:20]=2[OH:21])[CH:16]=[O:17])[C:8]([F:11])([F:10])[F:9])[CH:2]=[CH:3][CH:4]=[CH:5][CH:6]=1. (3) Given the reactants [CH3:1][C:2]([O:9][C:10]1[CH:15]=[CH:14][CH:13]=[CH:12][CH:11]=1)([CH3:8])[C:3]([O:5][CH2:6][CH3:7])=[O:4].[Cl:16][S:17](O)(=[O:19])=[O:18].CN(C=O)C.S(Cl)(Cl)=O, predict the reaction product. The product is: [Cl:16][S:17]([C:13]1[CH:12]=[CH:11][C:10]([O:9][C:2]([CH3:1])([CH3:8])[C:3]([O:5][CH2:6][CH3:7])=[O:4])=[CH:15][CH:14]=1)(=[O:19])=[O:18]. (4) Given the reactants [CH2:1]([N:8]1[C:13](=[O:14])[C:12]2[CH2:15][CH2:16][CH2:17][C:11]=2[N:10]=[C:9]1[CH:18]([NH:21][CH2:22][CH2:23][N:24]([CH3:26])[CH3:25])[CH2:19][CH3:20])[C:2]1[CH:7]=[CH:6][CH:5]=[CH:4][CH:3]=1.[Br:27][C:28]1[CH:36]=[CH:35][C:31]([C:32](Cl)=[O:33])=[CH:30][CH:29]=1, predict the reaction product. The product is: [CH2:1]([N:8]1[C:13](=[O:14])[C:12]2[CH2:15][CH2:16][CH2:17][C:11]=2[N:10]=[C:9]1[CH:18]([N:21]([CH2:22][CH2:23][N:24]([CH3:26])[CH3:25])[C:32](=[O:33])[C:31]1[CH:35]=[CH:36][C:28]([Br:27])=[CH:29][CH:30]=1)[CH2:19][CH3:20])[C:2]1[CH:3]=[CH:4][CH:5]=[CH:6][CH:7]=1. (5) The product is: [CH3:1][C:2]1[N:3]([C:8]2[CH:12]=[C:11]([CH2:13][NH:14][C:21](=[O:24])[CH3:22])[N:10]([CH3:15])[N:9]=2)[C:4]([CH3:7])=[CH:5][CH:6]=1. Given the reactants [CH3:1][C:2]1[N:3]([C:8]2[CH:12]=[C:11]([CH2:13][NH2:14])[N:10]([CH3:15])[N:9]=2)[C:4]([CH3:7])=[CH:5][CH:6]=1.C(N([CH2:21][CH3:22])CC)C.C(=O)([O-])[OH:24].[Na+], predict the reaction product.